From a dataset of Catalyst prediction with 721,799 reactions and 888 catalyst types from USPTO. Predict which catalyst facilitates the given reaction. (1) Reactant: [Br:1][C:2]1[CH:7]=[N:6][CH:5]=[C:4]2[NH:8][CH:9]=[CH:10][C:3]=12.[C:11](O[C:11]([O:13][C:14]([CH3:17])([CH3:16])[CH3:15])=[O:12])([O:13][C:14]([CH3:17])([CH3:16])[CH3:15])=[O:12].C(N(CC)CC)C. The catalyst class is: 840. Product: [C:14]([O:13][C:11]([N:8]1[C:4]2=[CH:5][N:6]=[CH:7][C:2]([Br:1])=[C:3]2[CH:10]=[CH:9]1)=[O:12])([CH3:17])([CH3:16])[CH3:15]. (2) Reactant: C([N:8]1[CH2:12][CH2:11][CH:10]([NH:13][C:14]2[CH:19]=[C:18]([CH3:20])[CH:17]=[C:16]([CH3:21])[N:15]=2)[CH2:9]1)C1C=CC=CC=1. Product: [CH3:20][C:18]1[CH:17]=[C:16]([CH3:21])[N:15]=[C:14]([NH:13][CH:10]2[CH2:11][CH2:12][NH:8][CH2:9]2)[CH:19]=1. The catalyst class is: 105.